Dataset: Catalyst prediction with 721,799 reactions and 888 catalyst types from USPTO. Task: Predict which catalyst facilitates the given reaction. (1) Reactant: Cl[C:2]1[N:7]=[CH:6][N:5]=[C:4]([NH:8][C:9]2[CH:10]=[C:11]([CH:18]=[CH:19][CH:20]=2)[CH2:12][NH:13][S:14]([CH3:17])(=[O:16])=[O:15])[CH:3]=1.[CH2:21]([O:28][C:29]1[CH:34]=[CH:33][CH:32]=[CH:31][C:30]=1B(O)O)[C:22]1[CH:27]=[CH:26][CH:25]=[CH:24][CH:23]=1.C([O-])([O-])=O.[Na+].[Na+].O. Product: [CH2:21]([O:28][C:29]1[CH:34]=[CH:33][CH:32]=[CH:31][C:30]=1[C:2]1[N:7]=[CH:6][N:5]=[C:4]([NH:8][C:9]2[CH:10]=[C:11]([CH:18]=[CH:19][CH:20]=2)[CH2:12][NH:13][S:14]([CH3:17])(=[O:16])=[O:15])[CH:3]=1)[C:22]1[CH:27]=[CH:26][CH:25]=[CH:24][CH:23]=1. The catalyst class is: 216. (2) Reactant: [OH:1][C:2]1[CH:7]=[CH:6][CH:5]=[CH:4][C:3]=1[C:8]1[CH:9]=[C:10]([CH:14]([NH:20][C:21]([C@@H:23]2[CH2:28][CH2:27][CH2:26][N:25]([C:29](=[O:45])[CH2:30][CH2:31][CH:32]3[CH2:37][CH2:36][N:35]([C:38]([O:40][C:41]([CH3:44])([CH3:43])[CH3:42])=[O:39])[CH2:34][CH2:33]3)[CH2:24]2)=[O:22])[CH2:15][C:16]([O:18][CH3:19])=[O:17])[CH:11]=[N:12][CH:13]=1.C(=O)([O-])[O-].[Cs+].[Cs+].[C:52]1([CH3:75])[CH:57]=[CH:56][C:55]([S:58]([O:61][CH2:62][CH2:63]OS(C2C=CC(C)=CC=2)(=O)=O)(=[O:60])=[O:59])=[CH:54][CH:53]=1. Product: [CH3:19][O:18][C:16](=[O:17])[CH2:15][CH:14]([NH:20][C:21]([C@@H:23]1[CH2:28][CH2:27][CH2:26][N:25]([C:29](=[O:45])[CH2:30][CH2:31][CH:32]2[CH2:33][CH2:34][N:35]([C:38]([O:40][C:41]([CH3:42])([CH3:44])[CH3:43])=[O:39])[CH2:36][CH2:37]2)[CH2:24]1)=[O:22])[C:10]1[CH:11]=[N:12][CH:13]=[C:8]([C:3]2[CH:4]=[CH:5][CH:6]=[CH:7][C:2]=2[O:1][CH2:63][CH2:62][O:61][S:58]([C:55]2[CH:56]=[CH:57][C:52]([CH3:75])=[CH:53][CH:54]=2)(=[O:60])=[O:59])[CH:9]=1. The catalyst class is: 9. (3) Reactant: [N:1]1[C:10]2[CH:9]([NH:11][CH2:12][CH2:13][CH2:14][NH:15][C:16](=[O:22])[O:17][C:18]([CH3:21])([CH3:20])[CH3:19])[CH2:8][CH2:7][CH2:6][C:5]=2[CH:4]=[CH:3][CH:2]=1.[N:23]1[C:24]([CH:32]=O)=[CH:25][N:26]2[CH:31]=[CH:30][CH:29]=[CH:28][C:27]=12.C(O)(=O)C.C(O[BH-](OC(=O)C)OC(=O)C)(=O)C.[Na+].C(=O)([O-])[O-].[Na+].[Na+]. Product: [N:23]1[C:24]([CH2:32][N:11]([CH:9]2[C:10]3[N:1]=[CH:2][CH:3]=[CH:4][C:5]=3[CH2:6][CH2:7][CH2:8]2)[CH2:12][CH2:13][CH2:14][NH:15][C:16](=[O:22])[O:17][C:18]([CH3:19])([CH3:21])[CH3:20])=[CH:25][N:26]2[CH:31]=[CH:30][CH:29]=[CH:28][C:27]=12. The catalyst class is: 26. (4) Reactant: C(OC(=O)[NH:7][CH2:8][C@@H:9]1[O:13][C:12](=[O:14])[N:11]([C:15]2[CH:33]=[CH:32][C:18]3[C:19]4[NH:20][N:21]=[C:22]([C:27]5[O:31][N:30]=[CH:29][CH:28]=5)[C:23]=4[CH2:24][CH2:25][CH2:26][C:17]=3[CH:16]=2)[CH2:10]1)(C)(C)C.[ClH:35].O1CCOCC1.CCOCC. Product: [ClH:35].[NH2:7][CH2:8][C@@H:9]1[O:13][C:12](=[O:14])[N:11]([C:15]2[CH:33]=[CH:32][C:18]3[C:19]4[NH:20][N:21]=[C:22]([C:27]5[O:31][N:30]=[CH:29][CH:28]=5)[C:23]=4[CH2:24][CH2:25][CH2:26][C:17]=3[CH:16]=2)[CH2:10]1. The catalyst class is: 12. (5) The catalyst class is: 15. Product: [CH3:11][C:9]1[CH:8]=[CH:7][C:5]([NH2:6])=[C:4]([SH:3])[CH:10]=1. Reactant: NC1[S:3][C:4]2[CH:10]=[C:9]([CH3:11])[CH:8]=[CH:7][C:5]=2[N:6]=1.C(O)CO.[OH-].[K+].C1(C)C=CC=CC=1. (6) Reactant: [CH:1]1([C:7]2[N:12]([CH2:13][C:14]3[CH:19]=[CH:18][C:17]([C:20]([CH3:23])([CH3:22])[CH3:21])=[CH:16][CH:15]=3)[C:11](=[O:24])[CH:10]=[C:9]([OH:25])[N:8]=2)[CH2:6][CH2:5][CH2:4][CH2:3][CH2:2]1.C(C1C=CC(CN)=CC=1)(C)(C)C.Cl.C1([C:45](=[NH:49])[O:46]CC)CCCCC1.N12CCCN=C1CCCCC2.C(OCC)(=O)[CH2:62][C:63]([O:65]CC)=[O:64].FC(F)(F)C(O)=O. Product: [CH:1]1([C:7]2[N:12]([CH2:13][C:14]3[CH:19]=[CH:18][C:17]([C:20]([CH3:21])([CH3:22])[CH3:23])=[CH:16][CH:15]=3)[C:11](=[O:24])[C:10]([C:45]([NH:49][CH2:62][C:63]([OH:65])=[O:64])=[O:46])=[C:9]([OH:25])[N:8]=2)[CH2:2][CH2:3][CH2:4][CH2:5][CH2:6]1. The catalyst class is: 8. (7) Reactant: [CH2:1]([N:3]1[C:7]([C:8]([OH:10])=O)=[CH:6][C:5]([CH3:11])=[N:4]1)[CH3:2].O1CCCC1.C(Cl)(=O)C(Cl)=O.[NH2:23][C:24]1[CH:25]=[C:26]([CH:43]=[CH:44][CH:45]=1)[O:27][C:28]1[CH:29]=[CH:30][C:31]2[N:32]([N:34]=[C:35]([NH:37][C:38]([CH:40]3[CH2:42][CH2:41]3)=[O:39])[N:36]=2)[CH:33]=1. Product: [CH:40]1([C:38]([NH:37][C:35]2[N:36]=[C:31]3[CH:30]=[CH:29][C:28]([O:27][C:26]4[CH:25]=[C:24]([NH:23][C:8]([C:7]5[N:3]([CH2:1][CH3:2])[N:4]=[C:5]([CH3:11])[CH:6]=5)=[O:10])[CH:45]=[CH:44][CH:43]=4)=[CH:33][N:32]3[N:34]=2)=[O:39])[CH2:41][CH2:42]1. The catalyst class is: 402.